Dataset: NCI-60 drug combinations with 297,098 pairs across 59 cell lines. Task: Regression. Given two drug SMILES strings and cell line genomic features, predict the synergy score measuring deviation from expected non-interaction effect. (1) Drug 1: C1CNP(=O)(OC1)N(CCCl)CCCl. Drug 2: CC12CCC3C(C1CCC2OP(=O)(O)O)CCC4=C3C=CC(=C4)OC(=O)N(CCCl)CCCl.[Na+]. Cell line: MDA-MB-231. Synergy scores: CSS=-0.613, Synergy_ZIP=0.784, Synergy_Bliss=0.838, Synergy_Loewe=-5.86, Synergy_HSA=-4.31. (2) Drug 1: C1C(C(OC1N2C=C(C(=O)NC2=O)F)CO)O. Drug 2: CS(=O)(=O)CCNCC1=CC=C(O1)C2=CC3=C(C=C2)N=CN=C3NC4=CC(=C(C=C4)OCC5=CC(=CC=C5)F)Cl. Cell line: NCI/ADR-RES. Synergy scores: CSS=15.2, Synergy_ZIP=-5.48, Synergy_Bliss=-4.45, Synergy_Loewe=-1.24, Synergy_HSA=-1.66. (3) Drug 1: COCCOC1=C(C=C2C(=C1)C(=NC=N2)NC3=CC=CC(=C3)C#C)OCCOC. Drug 2: C1CCC(C(C1)[NH-])[NH-].C(=O)(C(=O)[O-])[O-].[Pt+4]. Cell line: UACC62. Synergy scores: CSS=37.2, Synergy_ZIP=-12.3, Synergy_Bliss=-15.1, Synergy_Loewe=-11.1, Synergy_HSA=-7.95. (4) Drug 1: CNC(=O)C1=CC=CC=C1SC2=CC3=C(C=C2)C(=NN3)C=CC4=CC=CC=N4. Drug 2: C1=CN(C(=O)N=C1N)C2C(C(C(O2)CO)O)O.Cl. Cell line: SK-MEL-28. Synergy scores: CSS=13.8, Synergy_ZIP=-4.33, Synergy_Bliss=0.0616, Synergy_Loewe=-18.8, Synergy_HSA=-2.90. (5) Drug 1: CS(=O)(=O)C1=CC(=C(C=C1)C(=O)NC2=CC(=C(C=C2)Cl)C3=CC=CC=N3)Cl. Drug 2: C1C(C(OC1N2C=NC(=NC2=O)N)CO)O. Cell line: T-47D. Synergy scores: CSS=4.06, Synergy_ZIP=-0.746, Synergy_Bliss=5.59, Synergy_Loewe=-1.01, Synergy_HSA=0.558. (6) Drug 1: C1=C(C(=O)NC(=O)N1)F. Synergy scores: CSS=33.6, Synergy_ZIP=-2.14, Synergy_Bliss=-5.06, Synergy_Loewe=-18.3, Synergy_HSA=-4.19. Drug 2: CN(C(=O)NC(C=O)C(C(C(CO)O)O)O)N=O. Cell line: DU-145. (7) Drug 1: CCCCCOC(=O)NC1=NC(=O)N(C=C1F)C2C(C(C(O2)C)O)O. Drug 2: CNC(=O)C1=NC=CC(=C1)OC2=CC=C(C=C2)NC(=O)NC3=CC(=C(C=C3)Cl)C(F)(F)F. Cell line: BT-549. Synergy scores: CSS=4.05, Synergy_ZIP=1.12, Synergy_Bliss=3.37, Synergy_Loewe=-6.14, Synergy_HSA=-0.252.